The task is: Predict the reactants needed to synthesize the given product.. This data is from Retrosynthesis with 50K atom-mapped reactions and 10 reaction types from USPTO. (1) Given the product Cc1cc(S(=O)(=O)Nc2cccc(-c3ccc(C(=O)NCCO)cc3)c2)c(C)cc1Cl, predict the reactants needed to synthesize it. The reactants are: Cc1cc(S(=O)(=O)Nc2cccc(-c3ccc(C(=O)O)cc3)c2)c(C)cc1Cl.NCCO. (2) The reactants are: CN1CCNCC1.O=Cc1c(O)ccc2nc(-c3ccc(C(=O)O)cc3)[nH]c12. Given the product CN1CCN(C(=O)c2ccc(-c3nc4ccc(O)c(C=O)c4[nH]3)cc2)CC1, predict the reactants needed to synthesize it. (3) Given the product CCc1nc2ccccc2n1-c1nc(N2CCOCC2)c2nc(C=C3CN(C(=O)OC(C)(C)C)C3)n(C)c2n1, predict the reactants needed to synthesize it. The reactants are: CCc1nc2ccccc2[nH]1.Cn1c(C=C2CN(C(=O)OC(C)(C)C)C2)nc2c(N3CCOCC3)nc(Cl)nc21. (4) Given the product O=C(Nc1ccc2[nH]nc(-c3nc4ccccc4[nH]3)c2c1)Nc1ccc(F)cc1F, predict the reactants needed to synthesize it. The reactants are: O=C(Nc1ccc2c(c1)c(-c1nc3ccccc3[nH]1)nn2C1CCCCO1)Nc1ccc(F)cc1F. (5) Given the product CCCCC1=C(N(CC)CC)c2cc3c(cc2C1)OCO3, predict the reactants needed to synthesize it. The reactants are: CCCCC1=C(Br)c2cc3c(cc2C1)OCO3.CCNCC.